This data is from Catalyst prediction with 721,799 reactions and 888 catalyst types from USPTO. The task is: Predict which catalyst facilitates the given reaction. (1) Reactant: [Br:1][C:2]1[CH:10]=[CH:9][C:5]([C:6](O)=[O:7])=[C:4]([CH3:11])[CH:3]=1.C(=O)([O-])[O-].[K+].[K+]. The catalyst class is: 7. Product: [Br:1][C:2]1[CH:10]=[CH:9][C:5]([CH2:6][OH:7])=[C:4]([CH3:11])[CH:3]=1. (2) Reactant: [O:1]1[C:9]2[CH:8]=[CH:7][N:6]=[CH:5][C:4]=2[CH:3]=[C:2]1[C:10]1[O:14][N:13]=[C:12]([CH2:15][NH2:16])[N:11]=1.[C:17]([O:21][C:22]([N:24]1[CH2:29][CH2:28][C:27](=O)[CH2:26][CH2:25]1)=[O:23])([CH3:20])([CH3:19])[CH3:18]. Product: [C:17]([O:21][C:22]([N:24]1[CH2:29][CH2:28][CH:27]([NH:16][CH2:15][C:12]2[N:11]=[C:10]([C:2]3[O:1][C:9]4[CH:8]=[CH:7][N:6]=[CH:5][C:4]=4[CH:3]=3)[O:14][N:13]=2)[CH2:26][CH2:25]1)=[O:23])([CH3:20])([CH3:18])[CH3:19]. The catalyst class is: 2.